This data is from Catalyst prediction with 721,799 reactions and 888 catalyst types from USPTO. The task is: Predict which catalyst facilitates the given reaction. Reactant: ClC1C=CC=C(C(OO)=[O:9])C=1.[F:12][C:13]1[CH:18]=[C:17]([F:19])[CH:16]=[CH:15][C:14]=1[C:20]1[C:29]2[C:24](=[C:25]([C:30]3[CH:35]=[CH:34][CH:33]=[CH:32][C:31]=3[CH3:36])[N:26]=[CH:27][CH:28]=2)[NH:23][C:22](=[O:37])[CH:21]=1. Product: [F:12][C:13]1[CH:18]=[C:17]([F:19])[CH:16]=[CH:15][C:14]=1[C:20]1[C:29]2[C:24](=[C:25]([C:30]3[CH:35]=[CH:34][CH:33]=[CH:32][C:31]=3[CH3:36])[N+:26]([O-:9])=[CH:27][CH:28]=2)[NH:23][C:22](=[O:37])[CH:21]=1. The catalyst class is: 4.